This data is from Merck oncology drug combination screen with 23,052 pairs across 39 cell lines. The task is: Regression. Given two drug SMILES strings and cell line genomic features, predict the synergy score measuring deviation from expected non-interaction effect. (1) Cell line: NCIH23. Drug 1: O=c1[nH]cc(F)c(=O)[nH]1. Drug 2: CC1(c2nc3c(C(N)=O)cccc3[nH]2)CCCN1. Synergy scores: synergy=-5.04. (2) Drug 1: NC1(c2ccc(-c3nc4ccn5c(=O)[nH]nc5c4cc3-c3ccccc3)cc2)CCC1. Drug 2: CCC1(O)C(=O)OCc2c1cc1n(c2=O)Cc2cc3c(CN(C)C)c(O)ccc3nc2-1. Cell line: EFM192B. Synergy scores: synergy=-4.25. (3) Drug 1: N.N.O=C(O)C1(C(=O)O)CCC1.[Pt]. Drug 2: CCN(CC)CCNC(=O)c1c(C)[nH]c(C=C2C(=O)Nc3ccc(F)cc32)c1C. Cell line: OV90. Synergy scores: synergy=3.15. (4) Drug 1: NC(=O)c1cccc2cn(-c3ccc(C4CCCNC4)cc3)nc12. Drug 2: Cn1cc(-c2cnn3c(N)c(Br)c(C4CCCNC4)nc23)cn1. Cell line: PA1. Synergy scores: synergy=30.5. (5) Drug 1: O=C(O)C1(Cc2cccc(Nc3nccs3)n2)CCC(Oc2cccc(Cl)c2F)CC1. Drug 2: CCC1(O)C(=O)OCc2c1cc1n(c2=O)Cc2cc3c(CN(C)C)c(O)ccc3nc2-1. Cell line: VCAP. Synergy scores: synergy=3.76. (6) Drug 1: N#Cc1ccc(Cn2cncc2CN2CCN(c3cccc(Cl)c3)C(=O)C2)cc1. Drug 2: CCN(CC)CCNC(=O)c1c(C)[nH]c(C=C2C(=O)Nc3ccc(F)cc32)c1C. Cell line: MDAMB436. Synergy scores: synergy=6.10.